This data is from Forward reaction prediction with 1.9M reactions from USPTO patents (1976-2016). The task is: Predict the product of the given reaction. Given the reactants [C:1](Cl)(=[O:5])[CH2:2][CH2:3][CH3:4].[Br:7][C:8]1[CH:16]=[C:15]2[C:11]([C:12]([NH2:17])=[N:13][NH:14]2)=[CH:10][CH:9]=1, predict the reaction product. The product is: [Br:7][C:8]1[CH:16]=[C:15]2[C:11]([C:12]([NH:17][C:1](=[O:5])[CH2:2][CH2:3][CH3:4])=[N:13][NH:14]2)=[CH:10][CH:9]=1.